From a dataset of Forward reaction prediction with 1.9M reactions from USPTO patents (1976-2016). Predict the product of the given reaction. (1) Given the reactants [H-].[Na+].[OH:3][C:4]1[C:9]([C:10]([O:12][C:13]2[CH:18]=[CH:17][CH:16]=[CH:15][CH:14]=2)=[O:11])=[C:8]([CH3:19])[C:7]([C:20]([F:23])([F:22])[F:21])=[CH:6][CH:5]=1.[CH:24]1[CH:29]=[CH:28][C:27]([CH2:30]Br)=[CH:26][CH:25]=1, predict the reaction product. The product is: [CH2:30]([O:3][C:4]1[C:9]([C:10]([O:12][C:13]2[CH:18]=[CH:17][CH:16]=[CH:15][CH:14]=2)=[O:11])=[C:8]([CH3:19])[C:7]([C:20]([F:21])([F:22])[F:23])=[CH:6][CH:5]=1)[C:27]1[CH:28]=[CH:29][CH:24]=[CH:25][CH:26]=1. (2) Given the reactants [C:1]([CH2:4][CH2:5][NH:6][C:7]1[CH:12]=[CH:11][C:10]([C:13](=O)[CH2:14][O:15][C:16]2[CH:27]=[CH:26][C:19]([C:20]([O:22]CC=C)=[O:21])=[C:18]([OH:28])[CH:17]=2)=[CH:9][C:8]=1[C:30]([CH3:33])([CH3:32])[CH3:31])(=[O:3])[CH3:2].Cl.[NH2:35][OH:36], predict the reaction product. The product is: [C:1]([CH2:4][CH2:5][NH:6][C:7]1[CH:12]=[CH:11][C:10]([C:13](=[N:35][OH:36])[CH2:14][O:15][C:16]2[CH:27]=[CH:26][C:19]([C:20]([OH:22])=[O:21])=[C:18]([OH:28])[CH:17]=2)=[CH:9][C:8]=1[C:30]([CH3:33])([CH3:32])[CH3:31])(=[O:3])[CH3:2]. (3) Given the reactants [F:1][C:2]1[CH:7]=[CH:6][C:5]([C:8]2[C:12]([CH2:13][O:14][C:15]3[CH:23]=[CH:22][C:18]([C:19]([OH:21])=O)=[CH:17][N:16]=3)=[C:11]([CH3:24])[O:10][N:9]=2)=[CH:4][CH:3]=1.F[B-](F)(F)F.N1(OC(N(C)C)=[N+](C)C)C2C=CC=CC=2N=N1.C(N(CC)C(C)C)(C)C.[NH:56]1[CH2:61][CH2:60][O:59][CH2:58][CH2:57]1, predict the reaction product. The product is: [F:1][C:2]1[CH:3]=[CH:4][C:5]([C:8]2[C:12]([CH2:13][O:14][C:15]3[N:16]=[CH:17][C:18]([C:19]([N:56]4[CH2:61][CH2:60][O:59][CH2:58][CH2:57]4)=[O:21])=[CH:22][CH:23]=3)=[C:11]([CH3:24])[O:10][N:9]=2)=[CH:6][CH:7]=1. (4) The product is: [CH2:9]([C:13]1[N:18]2[N:19]=[CH:20][N:21]=[C:17]2[NH:16][C:15](=[O:25])[C:14]=1[CH2:26][C:27]1[C:32]([F:33])=[CH:31][C:30]([C:34]2[CH:39]=[CH:38][CH:37]=[CH:36][C:35]=2[C:40]2[NH:3][C:4](=[O:7])[O:5][N:41]=2)=[CH:29][C:28]=1[F:42])[CH2:10][CH2:11][CH3:12]. Given the reactants [Cl-].O[NH3+:3].[C:4](=[O:7])([O-])[OH:5].[Na+].[CH2:9]([C:13]1[N:18]2[N:19]=[CH:20][N:21]=[C:17]2[N:16](COC)[C:15](=[O:25])[C:14]=1[CH2:26][C:27]1[C:32]([F:33])=[CH:31][C:30]([C:34]2[C:35]([C:40]#[N:41])=[CH:36][CH:37]=[CH:38][CH:39]=2)=[CH:29][C:28]=1[F:42])[CH2:10][CH2:11][CH3:12].B(Br)(Br)Br, predict the reaction product. (5) Given the reactants Br[C:2]1[CH:3]=[CH:4][C:5]2[O:9][C:8]([CH:10]3[CH2:15][CH2:14][N:13]([C:16]([O:18][CH:19]([CH3:21])[CH3:20])=[O:17])[CH2:12][CH2:11]3)=[N:7][C:6]=2[CH:22]=1.[CH:23]([C:25]1[CH:30]=[CH:29][C:28](B(O)O)=[CH:27][CH:26]=1)=[O:24], predict the reaction product. The product is: [CH:23]([C:25]1[CH:30]=[CH:29][C:28]([C:2]2[CH:3]=[CH:4][C:5]3[O:9][C:8]([CH:10]4[CH2:15][CH2:14][N:13]([C:16]([O:18][CH:19]([CH3:21])[CH3:20])=[O:17])[CH2:12][CH2:11]4)=[N:7][C:6]=3[CH:22]=2)=[CH:27][CH:26]=1)=[O:24]. (6) Given the reactants [Cl:1][C:2]1[CH:3]=[C:4]([S:8]([N:11]2[CH:15]=[C:14]3[C:16](=O)[CH2:17][CH2:18][C:13]3=[C:12]2[C:20]2[CH:25]=[CH:24][CH:23]=[CH:22][C:21]=2[F:26])(=[O:10])=[O:9])[CH:5]=[CH:6][CH:7]=1.[CH3:27][NH2:28].O1CCCC1.[BH4-].[Na+], predict the reaction product. The product is: [Cl:1][C:2]1[CH:3]=[C:4]([S:8]([N:11]2[CH:15]=[C:14]3[CH:16]([NH:28][CH3:27])[CH2:17][CH2:18][C:13]3=[C:12]2[C:20]2[CH:25]=[CH:24][CH:23]=[CH:22][C:21]=2[F:26])(=[O:10])=[O:9])[CH:5]=[CH:6][CH:7]=1. (7) Given the reactants [NH:1]1[CH2:5][CH2:4][CH2:3][C:2]1=[O:6].[H-].[Na+].Cl[CH2:10][C:11](=[O:18])[CH2:12][C:13]([O:15][CH2:16][CH3:17])=[O:14].C(O)(=O)C, predict the reaction product. The product is: [O:18]=[C:11]([CH2:10][N:1]1[CH2:5][CH2:4][CH2:3][C:2]1=[O:6])[CH2:12][C:13]([O:15][CH2:16][CH3:17])=[O:14].